From a dataset of Forward reaction prediction with 1.9M reactions from USPTO patents (1976-2016). Predict the product of the given reaction. (1) Given the reactants [N+:1]([C:4]1[CH:5]=[C:6]([CH:37]=[C:38]([N+:40]([O-])=O)[CH:39]=1)[C:7]([O:9][C@H:10]1[CH2:34][CH2:33][C@@:32]2([CH3:35])[C:12](=[CH:13][CH2:14][C@@H:15]3[C@@H:31]2[CH2:30][CH2:29][C@@:28]2([CH3:36])[C@H:16]3[CH2:17][CH2:18][C@@H:19]2[C@H:20]([CH3:27])[CH2:21][CH2:22][CH2:23][CH:24]([CH3:26])[CH3:25])[CH2:11]1)=[O:8])([O-])=O, predict the reaction product. The product is: [NH2:40][C:38]1[CH:37]=[C:6]([CH:5]=[C:4]([NH2:1])[CH:39]=1)[C:7]([O:9][C@H:10]1[CH2:34][CH2:33][C@@:32]2([CH3:35])[C:12](=[CH:13][CH2:14][C@@H:15]3[C@@H:31]2[CH2:30][CH2:29][C@@:28]2([CH3:36])[C@H:16]3[CH2:17][CH2:18][C@@H:19]2[C@H:20]([CH3:27])[CH2:21][CH2:22][CH2:23][CH:24]([CH3:26])[CH3:25])[CH2:11]1)=[O:8]. (2) Given the reactants C1C(=O)N([Br:8])C(=O)C1.[CH3:9][O:10][C:11]1[CH:12]=[C:13]([CH:16]=[CH:17][C:18]=1[CH3:19])[C:14]#[N:15], predict the reaction product. The product is: [Br:8][CH2:19][C:18]1[CH:17]=[CH:16][C:13]([C:14]#[N:15])=[CH:12][C:11]=1[O:10][CH3:9]. (3) Given the reactants [Br:1][C:2]1[CH:15]=[CH:14][C:5]([CH:6](O)[C:7]2[CH:12]=[CH:11][CH:10]=[CH:9][CH:8]=2)=[CH:4][CH:3]=1.II.P(O)(O)O, predict the reaction product. The product is: [CH:10]1[CH:9]=[CH:8][C:7]([CH2:6][C:5]2[CH:4]=[CH:3][C:2]([Br:1])=[CH:15][CH:14]=2)=[CH:12][CH:11]=1. (4) Given the reactants [F:1][C:2]1([F:32])[CH2:7][CH2:6][CH:5]([CH2:8][C:9]2[N:13]3[C:14]([CH3:25])=[CH:15][C:16]([C:18](=[O:24])[N:19]([CH2:22][CH3:23])[CH2:20][CH3:21])=[CH:17][C:12]3=[N:11][C:10]=2[C:26](N(C)OC)=[O:27])[CH2:4][CH2:3]1.[CH2:33]([Mg]Br)[CH3:34].[Cl-].[NH4+], predict the reaction product. The product is: [F:32][C:2]1([F:1])[CH2:3][CH2:4][CH:5]([CH2:8][C:9]2[N:13]3[C:14]([CH3:25])=[CH:15][C:16]([C:18]([N:19]([CH2:20][CH3:21])[CH2:22][CH3:23])=[O:24])=[CH:17][C:12]3=[N:11][C:10]=2[C:26](=[O:27])[CH2:33][CH3:34])[CH2:6][CH2:7]1.